Dataset: Full USPTO retrosynthesis dataset with 1.9M reactions from patents (1976-2016). Task: Predict the reactants needed to synthesize the given product. (1) Given the product [CH2:1]([N:3]([C:12]([C:14]1[NH:18][N:17]=[N:16][N:15]=1)=[O:13])[NH2:4])[CH3:2], predict the reactants needed to synthesize it. The reactants are: [CH2:1]([N:3]([C:12]([C:14]1[NH:18][N:17]=[N:16][N:15]=1)=[O:13])[NH:4]C(OC(C)(C)C)=O)[CH3:2]. (2) Given the product [CH:1]([N:4]1[CH2:9][CH2:8][CH:7]([NH:10][CH2:18][CH2:19][CH2:20][C:21]([O:23][CH2:24][CH3:25])=[O:22])[CH2:6][CH2:5]1)([CH3:3])[CH3:2], predict the reactants needed to synthesize it. The reactants are: [CH:1]([N:4]1[CH2:9][CH2:8][CH:7]([NH2:10])[CH2:6][CH2:5]1)([CH3:3])[CH3:2].C(=O)([O-])[O-].[K+].[K+].Br[CH2:18][CH2:19][CH2:20][C:21]([O:23][CH2:24][CH3:25])=[O:22]. (3) Given the product [C:6]([NH:5][NH:4][C:1](=[O:3])[C:2]1[CH:23]=[CH:24][C:16]([O:15][CH3:14])=[CH:17][CH:18]=1)(=[O:13])[C:7]1[CH:12]=[CH:11][CH:10]=[CH:9][CH:8]=1, predict the reactants needed to synthesize it. The reactants are: [C:1]([NH:4][NH:5][C:6](=[O:13])[C:7]1[CH:12]=[CH:11][CH:10]=[CH:9][CH:8]=1)(=[O:3])[CH3:2].[CH3:14][O:15][C:16]1[CH:24]=[CH:23]C(C(Cl)=O)=[CH:18][CH:17]=1. (4) Given the product [N:18]1[CH:17]=[CH:16][N:15]=[C:14]2[NH:19][CH:11]=[CH:12][C:13]=12, predict the reactants needed to synthesize it. The reactants are: CC([O-])(C)C.[K+].C[Si]([C:11]#[C:12][C:13]1[C:14]([NH2:19])=[N:15][CH:16]=[CH:17][N:18]=1)(C)C. (5) Given the product [C:19]1([C:18]#[C:17][C:2]2[CH2:3][O:4][C:5]3([CH2:11][CH2:10][N:9]([C:12]([O:14][CH2:15][CH3:16])=[O:13])[CH2:8][CH2:7]3)[CH:6]=2)[CH:24]=[CH:23][CH:22]=[CH:21][CH:20]=1, predict the reactants needed to synthesize it. The reactants are: O[C:2]1([C:17]#[C:18][C:19]2[CH:24]=[CH:23][CH:22]=[CH:21][CH:20]=2)[CH2:6][C:5]2([CH2:11][CH2:10][N:9]([C:12]([O:14][CH2:15][CH3:16])=[O:13])[CH2:8][CH2:7]2)[O:4][CH2:3]1.S(Cl)(Cl)=O.O.Cl. (6) Given the product [NH:22]1[CH2:23][CH2:24][CH:19]([C:15]2[CH:14]=[C:13]([CH:18]=[CH:17][CH:16]=2)[CH2:12][NH:11][C:9](=[O:10])[O:8][CH2:1][C:2]2[CH:7]=[CH:6][CH:5]=[CH:4][CH:3]=2)[CH2:20][CH2:21]1, predict the reactants needed to synthesize it. The reactants are: [CH2:1]([O:8][C:9]([NH:11][CH2:12][C:13]1[CH:14]=[C:15]([CH:19]2[CH2:24][CH2:23][N:22](C(OC(C)(C)C)=O)[CH2:21][CH2:20]2)[CH:16]=[CH:17][CH:18]=1)=[O:10])[C:2]1[CH:7]=[CH:6][CH:5]=[CH:4][CH:3]=1.C(O)(C(F)(F)F)=O.